This data is from Reaction yield outcomes from USPTO patents with 853,638 reactions. The task is: Predict the reaction yield, written as a fraction of the theoretical maximum amount of product (1.0 means a 100% yield; for example, 0.34 means a 34% yield). (1) The reactants are O.O.O.O.O.O.O.[Cl-].[Ce+3].[Cl-].[Cl-].[Si:12]([O:19][CH2:20][C@@H:21]1[C:26]([CH3:27])=[CH:25][C:24](=[O:28])[CH2:23][N:22]1[C:29]([O:31][C:32]([CH3:35])([CH3:34])[CH3:33])=[O:30])([C:15]([CH3:18])([CH3:17])[CH3:16])([CH3:14])[CH3:13].[BH4-].[Na+]. The catalyst is CO. The product is [Si:12]([O:19][CH2:20][C@@H:21]1[C:26]([CH3:27])=[CH:25][C@H:24]([OH:28])[CH2:23][N:22]1[C:29]([O:31][C:32]([CH3:35])([CH3:34])[CH3:33])=[O:30])([C:15]([CH3:18])([CH3:16])[CH3:17])([CH3:14])[CH3:13]. The yield is 0.900. (2) The reactants are [Cl:1][C:2]1[CH:3]=[C:4]([C@H:9]([NH:13][C:14](=[O:20])[O:15][C:16]([CH3:19])([CH3:18])[CH3:17])[CH2:10][CH2:11][OH:12])[CH:5]=[CH:6][C:7]=1[Cl:8].[CH3:21][S:22](Cl)(=[O:24])=[O:23]. The catalyst is C1COCC1.CCOC(C)=O. The product is [CH3:21][S:22]([O:12][CH2:11][CH2:10][C@@H:9]([NH:13][C:14]([O:15][C:16]([CH3:17])([CH3:19])[CH3:18])=[O:20])[C:4]1[CH:5]=[CH:6][C:7]([Cl:8])=[C:2]([Cl:1])[CH:3]=1)(=[O:24])=[O:23]. The yield is 0.910. (3) The reactants are Cl[C:2]([O:4][CH3:5])=[O:3].[F:6][C:7]1[CH:12]=[CH:11][C:10]([OH:13])=[C:9]([CH3:14])[CH:8]=1. The catalyst is [OH-].[Na+]. The product is [C:2](=[O:3])([O:4][CH3:5])[O:13][C:10]1[CH:11]=[CH:12][C:7]([F:6])=[CH:8][C:9]=1[CH3:14]. The yield is 0.780.